Dataset: Catalyst prediction with 721,799 reactions and 888 catalyst types from USPTO. Task: Predict which catalyst facilitates the given reaction. Reactant: [NH2:1][CH2:2][CH:3]1[CH2:12][CH2:11][CH2:10][C:9]2[CH:8]=[C:7]([NH:13][S:14]([C:17]3[CH:22]=[CH:21][CH:20]=[CH:19][CH:18]=3)(=[O:16])=[O:15])[CH:6]=[CH:5][C:4]1=2.CS[C:25]1[NH:29][C:28](=[O:30])[CH2:27][N:26]=1.[OH-].[Na+]. Product: [O:30]=[C:28]1[NH:29][C:25]([NH:1][CH2:2][C:3]2[CH:12]=[CH:11][CH:10]=[C:9]3[C:4]=2[CH:5]=[CH:6][C:7]([NH:13][S:14]([C:17]2[CH:18]=[CH:19][CH:20]=[CH:21][CH:22]=2)(=[O:16])=[O:15])=[CH:8]3)=[N:26][CH2:27]1. The catalyst class is: 8.